From a dataset of Full USPTO retrosynthesis dataset with 1.9M reactions from patents (1976-2016). Predict the reactants needed to synthesize the given product. Given the product [BrH:54].[BrH:54].[F:53][C:2]1([F:1])[CH2:3][CH2:4][CH:5]([C:8]2[C:17]3[C@@H:16]([OH:18])[CH2:15][C:14]([CH3:19])([CH3:20])[CH2:13][C:12]=3[N:11]=[C:10]([CH:21]3[CH2:26][CH2:25][N:24]([C:27]4[N:32]=[CH:31][C:30]([O:33][CH2:34][C:35]([CH2:39][OH:40])([CH3:38])[CH2:36][OH:37])=[CH:29][N:28]=4)[CH2:23][CH2:22]3)[C:9]=2[C@@H:41]([F:52])[C:42]2[CH:47]=[CH:46][C:45]([C:48]([F:49])([F:51])[F:50])=[CH:44][CH:43]=2)[CH2:6][CH2:7]1, predict the reactants needed to synthesize it. The reactants are: [F:1][C:2]1([F:53])[CH2:7][CH2:6][CH:5]([C:8]2[C:17]3[C@@H:16]([OH:18])[CH2:15][C:14]([CH3:20])([CH3:19])[CH2:13][C:12]=3[N:11]=[C:10]([CH:21]3[CH2:26][CH2:25][N:24]([C:27]4[N:32]=[CH:31][C:30]([O:33][CH2:34][C:35]([CH2:39][OH:40])([CH3:38])[CH2:36][OH:37])=[CH:29][N:28]=4)[CH2:23][CH2:22]3)[C:9]=2[C@@H:41]([F:52])[C:42]2[CH:47]=[CH:46][C:45]([C:48]([F:51])([F:50])[F:49])=[CH:44][CH:43]=2)[CH2:4][CH2:3]1.[BrH:54].